Task: Predict the reaction yield, written as a fraction of the theoretical maximum amount of product (1.0 means a 100% yield; for example, 0.34 means a 34% yield).. Dataset: Reaction yield outcomes from USPTO patents with 853,638 reactions (1) The reactants are [Cl:1][C:2]1[CH:3]=[C:4]2[C:9](=[CH:10][C:11]=1F)[O:8][CH:7]([C:13]([F:16])([F:15])[F:14])[C:6]([C:17]([O:19][CH2:20][CH3:21])=[O:18])=[CH:5]2.[Cl:22][C:23]1[CH:28]=[C:27]([Br:29])[CH:26]=[CH:25][C:24]=1[OH:30].C(=O)([O-])[O-].[K+].[K+].CN(C=O)C. The catalyst is C(OCC)(=O)C. The product is [Cl:1][C:2]1[CH:3]=[C:4]2[C:9](=[CH:10][C:11]=1[O:30][C:24]1[CH:25]=[CH:26][C:27]([Br:29])=[CH:28][C:23]=1[Cl:22])[O:8][CH:7]([C:13]([F:16])([F:15])[F:14])[C:6]([C:17]([O:19][CH2:20][CH3:21])=[O:18])=[CH:5]2. The yield is 0.763. (2) The reactants are [Cl:1][C:2]1[CH:10]=[CH:9][C:5]([C:6]([OH:8])=O)=[CH:4][CH:3]=1.CN(C(ON1N=NC2C=CC=CC1=2)=[N+](C)C)C.[B-](F)(F)(F)F.CN1CCOCC1.[CH3:40][NH:41][C@@H:42]([CH:49]([CH3:51])[CH3:50])[CH2:43][N:44]1[CH2:48][CH2:47][CH2:46][CH2:45]1.Cl. The catalyst is CN(C=O)C.CCO.O. The product is [Cl-:1].[Cl:1][C:2]1[CH:3]=[CH:4][C:5]([C:6]([N:41]([C@@H:42]([CH:49]([CH3:51])[CH3:50])[CH2:43][NH+:44]2[CH2:48][CH2:47][CH2:46][CH2:45]2)[CH3:40])=[O:8])=[CH:9][CH:10]=1. The yield is 0.580. (3) The reactants are [Cl:1][C:2]1[CH:3]=[C:4]([CH:30]=C)[C:5]2[C:6]([CH:29]=1)=[N:7][N:8]([CH2:10][C:11]([NH:15][C:16](=[O:28])[C:17]1[CH:22]=[CH:21][C:20]([O:23][C:24]([F:27])([F:26])[F:25])=[CH:19][CH:18]=1)([C:13]#[N:14])[CH3:12])[N:9]=2.C(Cl)Cl.[O:35]=[O+][O-]. The catalyst is CO. The product is [Cl:1][C:2]1[CH:3]=[C:4]([CH:30]=[O:35])[C:5]2[C:6]([CH:29]=1)=[N:7][N:8]([CH2:10][C:11]([NH:15][C:16](=[O:28])[C:17]1[CH:22]=[CH:21][C:20]([O:23][C:24]([F:25])([F:27])[F:26])=[CH:19][CH:18]=1)([C:13]#[N:14])[CH3:12])[N:9]=2. The yield is 0.790. (4) The catalyst is [Pd].C(OCC)(=O)C. The reactants are [CH3:1][NH:2][C:3](=[O:20])[C:4]1[CH:9]=[C:8]([N:10]2[CH2:15][CH2:14][N:13]([CH3:16])[CH2:12][CH2:11]2)[CH:7]=[CH:6][C:5]=1[N+:17]([O-])=O.[Cl:21][C:22]1[N:27]=[C:26](Cl)[C:25]([Cl:29])=[CH:24][N:23]=1.C(N(C(C)C)CC)(C)C.C(N(CC)CC)C. The yield is 0.250. The product is [Cl:21][C:22]1[N:27]=[C:26]([NH:17][C:5]2[CH:6]=[CH:7][C:8]([N:10]3[CH2:15][CH2:14][N:13]([CH3:16])[CH2:12][CH2:11]3)=[CH:9][C:4]=2[C:3]([NH:2][CH3:1])=[O:20])[C:25]([Cl:29])=[CH:24][N:23]=1. (5) The reactants are [NH:1]1[C:5]2=[N:6][CH:7]=[N:8][C:9]([NH2:10])=[C:4]2[CH:3]=[N:2]1.C1C(=O)N([I:18])C(=O)C1. The catalyst is C([O-])(O)=O.[Na+]. The product is [I:18][C:3]1[C:4]2[C:5](=[N:6][CH:7]=[N:8][C:9]=2[NH2:10])[NH:1][N:2]=1. The yield is 0.690. (6) The reactants are [S:1]1[C:5]2[CH:6]=[CH:7][CH:8]=[CH:9][C:4]=2[N:3]=[C:2]1[C:10]1[CH:15]=[C:14](Br)[CH:13]=[CH:12][C:11]=1[OH:17].[Li]CCCC.[C:23]1([Si:29](Cl)([C:36]2[CH:41]=[CH:40][CH:39]=[CH:38][CH:37]=2)[C:30]2[CH:35]=[CH:34][CH:33]=[CH:32][CH:31]=2)[CH:28]=[CH:27][CH:26]=[CH:25][CH:24]=1. The catalyst is C1COCC1. The product is [S:1]1[C:5]2[CH:6]=[CH:7][CH:8]=[CH:9][C:4]=2[N:3]=[C:2]1[C:10]1[CH:15]=[C:14]([Si:29]([C:30]2[CH:31]=[CH:32][CH:33]=[CH:34][CH:35]=2)([C:36]2[CH:41]=[CH:40][CH:39]=[CH:38][CH:37]=2)[C:23]2[CH:24]=[CH:25][CH:26]=[CH:27][CH:28]=2)[CH:13]=[CH:12][C:11]=1[OH:17]. The yield is 0.610.